Dataset: Forward reaction prediction with 1.9M reactions from USPTO patents (1976-2016). Task: Predict the product of the given reaction. (1) Given the reactants Cl[CH2:2][C:3](=O)[CH2:4][C:5]([O:7][CH2:8][CH3:9])=[O:6].[C:11]([NH2:15])(=[S:14])[CH2:12][CH3:13], predict the reaction product. The product is: [CH2:12]([C:11]1[S:14][CH:2]=[C:3]([CH2:4][C:5]([O:7][CH2:8][CH3:9])=[O:6])[N:15]=1)[CH3:13]. (2) Given the reactants Cl[C:2]1[C:11]2[C:6](=[CH:7][C:8]([O:12][CH3:13])=[CH:9][CH:10]=2)[CH:5]=[C:4]([NH:14][C:15]2[CH:19]=[C:18]([CH3:20])[NH:17][N:16]=2)[N:3]=1.[F:21][C:22]1[CH:27]=[CH:26][C:25]([NH2:28])=[CH:24][CH:23]=1, predict the reaction product. The product is: [F:21][C:22]1[CH:27]=[CH:26][C:25]([NH:28][C:2]2[C:11]3[C:6](=[CH:7][C:8]([O:12][CH3:13])=[CH:9][CH:10]=3)[CH:5]=[C:4]([NH:14][C:15]3[CH:19]=[C:18]([CH3:20])[NH:17][N:16]=3)[N:3]=2)=[CH:24][CH:23]=1.